This data is from CYP2C19 inhibition data for predicting drug metabolism from PubChem BioAssay. The task is: Regression/Classification. Given a drug SMILES string, predict its absorption, distribution, metabolism, or excretion properties. Task type varies by dataset: regression for continuous measurements (e.g., permeability, clearance, half-life) or binary classification for categorical outcomes (e.g., BBB penetration, CYP inhibition). Dataset: cyp2c19_veith. (1) The compound is CN1CC[C@@]2(CCCN(C(=O)Oc3ccccc3)C2)C1. The result is 0 (non-inhibitor). (2) The drug is Nc1ccn([C@@H]2CC[C@H](CO)O2)c(=O)n1. The result is 0 (non-inhibitor).